From a dataset of Reaction yield outcomes from USPTO patents with 853,638 reactions. Predict the reaction yield, written as a fraction of the theoretical maximum amount of product (1.0 means a 100% yield; for example, 0.34 means a 34% yield). (1) The reactants are Br.Br[CH2:3][C:4]1[N:5]=[C:6]2[C:11](=[N:12][CH:13]=1)[N:10]=[C:9]([NH2:14])[N:8]=[C:7]2[NH2:15].[OH:16][C:17]1[CH:18]=[C:19]([CH2:24][CH2:25][NH2:26])[CH:20]=[CH:21][C:22]=1[OH:23].C(N(C(C)C)C(C)C)C.C(=O)(O)[O-]. The yield is 0.226. The product is [OH:16][C:17]1[CH:18]=[C:19]([CH2:24][CH2:25][NH:26][CH2:3][C:4]2[N:5]=[C:6]3[C:11](=[N:12][CH:13]=2)[N:10]=[C:9]([NH2:14])[N:8]=[C:7]3[NH2:15])[CH:20]=[CH:21][C:22]=1[OH:23]. The catalyst is CN(C)C(=O)C. (2) The reactants are [F:1][C:2]1[CH:33]=[CH:32][C:5]([NH:6][C:7]([NH:9][C:10]2[CH:31]=[CH:30][C:13]([O:14][C:15]3[C:24]4[C:19](=[CH:20][C:21]([O:28][CH3:29])=[C:22]([C:25]([OH:27])=[O:26])[CH:23]=4)[N:18]=[CH:17][CH:16]=3)=[CH:12][CH:11]=2)=[O:8])=[CH:4][CH:3]=1.Cl.C(N=C=N[CH2:40][CH2:41][CH2:42]N(C)C)C.C(N(CC)CC)C.CC(O)C. The catalyst is CN(C)C=O.C(OCC)(=O)C. The product is [F:1][C:2]1[CH:3]=[CH:4][C:5]([NH:6][C:7]([NH:9][C:10]2[CH:31]=[CH:30][C:13]([O:14][C:15]3[C:24]4[C:19](=[CH:20][C:21]([O:28][CH3:29])=[C:22]([C:25]([O:27][CH:41]([CH3:42])[CH3:40])=[O:26])[CH:23]=4)[N:18]=[CH:17][CH:16]=3)=[CH:12][CH:11]=2)=[O:8])=[CH:32][CH:33]=1. The yield is 0.160. (3) The reactants are Br[C:2](=[C:9]1[CH2:14][CH2:13][N:12]([C:15](=[O:31])[C:16]([C:18]2[C:26]3[C:21](=[C:22]([O:29][CH3:30])[N:23]=[CH:24][C:25]=3[O:27][CH3:28])[NH:20][CH:19]=2)=[O:17])[CH2:11][CH2:10]1)[C:3]1[CH:8]=[CH:7][CH:6]=[CH:5][CH:4]=1.[N:32]1[CH:37]=[CH:36][CH:35]=[C:34](B(O)O)[CH:33]=1.C(=O)([O-])[O-].[Na+].[Na+].CCO. The catalyst is COCCOC. The product is [C:3]1([C:2](=[C:9]2[CH2:14][CH2:13][N:12]([C:15](=[O:31])[C:16]([C:18]3[C:26]4[C:21](=[C:22]([O:29][CH3:30])[N:23]=[CH:24][C:25]=4[O:27][CH3:28])[NH:20][CH:19]=3)=[O:17])[CH2:11][CH2:10]2)[C:33]2[CH:34]=[CH:35][CH:36]=[CH:37][N:32]=2)[CH:8]=[CH:7][CH:6]=[CH:5][CH:4]=1. The yield is 0.370. (4) The reactants are [CH3:1][N:2]1[CH2:6][CH2:5][CH2:4][C@H:3]1[CH2:7][O:8][C:9]1[CH:10]=[C:11]([C:15]2[O:19][N:18]=[C:17]([CH2:20][CH2:21][CH2:22][OH:23])[CH:16]=2)[CH:12]=[N:13][CH:14]=1.[C:24]1(O)[CH:29]=[CH:28][CH:27]=[CH:26][CH:25]=1.C1C=CC(P(C2C=CC=CC=2)C2C=CC=CC=2)=CC=1.N(C(OCC)=O)=NC(OCC)=O. The catalyst is C1COCC1. The product is [CH3:1][N:2]1[CH2:6][CH2:5][CH2:4][C@H:3]1[CH2:7][O:8][C:9]1[CH:14]=[N:13][CH:12]=[C:11]([C:15]2[O:19][N:18]=[C:17]([CH2:20][CH2:21][CH2:22][O:23][C:24]3[CH:29]=[CH:28][CH:27]=[CH:26][CH:25]=3)[CH:16]=2)[CH:10]=1. The yield is 0.510. (5) The yield is 0.740. The reactants are [H-].[Na+].[CH2:3]([O:10][C:11](=[O:20])[NH:12][C@@H:13]1[CH2:17][C:16](=[O:18])[NH:15][C:14]1=[O:19])[C:4]1[CH:9]=[CH:8][CH:7]=[CH:6][CH:5]=1.[CH2:21](Br)[C:22]1[CH:27]=[CH:26][CH:25]=[CH:24][CH:23]=1.CN(C=O)C. The catalyst is C1COCC1. The product is [CH2:3]([O:10][C:11](=[O:20])[NH:12][C@@H:13]1[CH2:17][C:16](=[O:18])[N:15]([CH2:21][C:22]2[CH:27]=[CH:26][CH:25]=[CH:24][CH:23]=2)[C:14]1=[O:19])[C:4]1[CH:5]=[CH:6][CH:7]=[CH:8][CH:9]=1. (6) The reactants are N[C:2]1[CH:7]=[CH:6][C:5]([CH2:8][C:9]([OH:11])=[O:10])=[CH:4][CH:3]=1.[CH2:12]([O:19][C:20]([O:22]N1C(=O)CCC1=O)=O)[C:13]1[CH:18]=[CH:17][CH:16]=[CH:15][CH:14]=1.C([N:32](CC)CC)C. The catalyst is C(Cl)Cl. The product is [C:20]([C:8]([NH2:32])([C:5]1[CH:6]=[CH:7][CH:2]=[CH:3][CH:4]=1)[C:9]([OH:11])=[O:10])([O:19][CH2:12][C:13]1[CH:14]=[CH:15][CH:16]=[CH:17][CH:18]=1)=[O:22]. The yield is 0.700.